From a dataset of Reaction yield outcomes from USPTO patents with 853,638 reactions. Predict the reaction yield, written as a fraction of the theoretical maximum amount of product (1.0 means a 100% yield; for example, 0.34 means a 34% yield). (1) The reactants are Br[C:2]1[CH:10]=[CH:9][CH:8]=[C:7]2[C:3]=1[CH:4]=[N:5][N:6]2[C:11]1[CH:16]=[CH:15][CH:14]=[CH:13][C:12]=1[F:17].[CH2:18]([N:25]1[CH2:29][C@H:28]2[CH2:30][NH:31][C:32](=[O:33])[C@H:27]2[CH2:26]1)[C:19]1[CH:24]=[CH:23][CH:22]=[CH:21][CH:20]=1.[O-]P([O-])([O-])=O.[K+].[K+].[K+].CN[C@@H]1CCCC[C@H]1NC. The catalyst is O1CCOCC1.[Cu]I. The product is [CH2:18]([N:25]1[CH2:29][C@@H:28]2[CH2:30][N:31]([C:2]3[CH:10]=[CH:9][CH:8]=[C:7]4[C:3]=3[CH:4]=[N:5][N:6]4[C:11]3[CH:16]=[CH:15][CH:14]=[CH:13][C:12]=3[F:17])[C:32](=[O:33])[C@H:27]2[CH2:26]1)[C:19]1[CH:20]=[CH:21][CH:22]=[CH:23][CH:24]=1. The yield is 0.830. (2) The reactants are [F:1][C:2]1[CH:7]=[C:6]([F:8])[C:5]([F:9])=[CH:4][C:3]=1[N:10]=[C:11]=S.[NH:13]([C:15](=[O:38])[C:16]([NH:18][C:19]1[CH:24]=[CH:23][C:22]([C@H:25]2[CH2:30][CH2:29][C@H:28]([C:31]([CH3:37])([CH3:36])[C:32]([O:34][CH3:35])=[O:33])[CH2:27][CH2:26]2)=[CH:21][CH:20]=1)=[O:17])[NH2:14].CCN=C=NCCCN(C)C. The catalyst is CC(N(C)C)=O.O. The product is [CH3:37][C:31]([C@H:28]1[CH2:27][CH2:26][C@H:25]([C:22]2[CH:21]=[CH:20][C:19]([NH:18][C:16]([C:15]3[O:38][C:11]([NH:10][C:3]4[CH:4]=[C:5]([F:9])[C:6]([F:8])=[CH:7][C:2]=4[F:1])=[N:14][N:13]=3)=[O:17])=[CH:24][CH:23]=2)[CH2:30][CH2:29]1)([CH3:36])[C:32]([O:34][CH3:35])=[O:33]. The yield is 0.960. (3) The reactants are C[O:2][C:3]1[CH:12]=[C:11]([O:13]C)[CH:10]=[C:9]2[C:4]=1[C:5](=[S:23])[N:6]([C:15]1[CH:20]=[CH:19][C:18]([O:21]C)=[CH:17][CH:16]=1)[CH:7]=[N:8]2.B(Br)(Br)Br.Cl.N1C=CC=CC=1.C([O-])(O)=O.[Na+]. The catalyst is C(Cl)Cl.CO. The product is [OH:2][C:3]1[CH:12]=[C:11]([OH:13])[CH:10]=[C:9]2[C:4]=1[C:5](=[S:23])[N:6]([C:15]1[CH:16]=[CH:17][C:18]([OH:21])=[CH:19][CH:20]=1)[CH:7]=[N:8]2. The yield is 0.600.